This data is from Reaction yield outcomes from USPTO patents with 853,638 reactions. The task is: Predict the reaction yield, written as a fraction of the theoretical maximum amount of product (1.0 means a 100% yield; for example, 0.34 means a 34% yield). (1) The reactants are [F:1][C:2]([F:12])([CH:6]([OH:11])[CH2:7][CH:8]([CH3:10])[CH3:9])[C:3]([OH:5])=[O:4].[CH3:13]O. The catalyst is O.C1(C)C=CC(S(O)(=O)=O)=CC=1. The product is [F:1][C:2]([F:12])([CH:6]([OH:11])[CH2:7][CH:8]([CH3:10])[CH3:9])[C:3]([O:5][CH3:13])=[O:4]. The yield is 0.720. (2) The reactants are [F:1][C:2]1[C:3]([C:9]([NH:11][C:12](=[O:14])[CH3:13])=[CH2:10])=[N:4][CH:5]=[C:6]([F:8])[CH:7]=1. The catalyst is CO. The product is [F:1][C:2]1[C:3]([C@@H:9]([NH:11][C:12](=[O:14])[CH3:13])[CH3:10])=[N:4][CH:5]=[C:6]([F:8])[CH:7]=1. The yield is 0.900. (3) The reactants are [Cl-].[Cl-].C([Al+2])C.[C:6]([O:10][CH3:11])(=[O:9])[CH:7]=[CH2:8].[C:12]([O:15][C@@H:16]1[CH2:34][CH2:33][C@@:32]2([CH3:35])[C@H:18]([CH2:19][CH2:20][C@@H:21]3[C:31]2=[CH:30][CH2:29][C@@:28]2([CH3:36])[C@H:22]3[CH2:23][CH2:24]/[C:25]/2=[CH:26]/[CH3:27])[CH2:17]1)(=[O:14])[CH3:13].O. The catalyst is C(Cl)Cl. The product is [C:12]([O:15][C@@H:16]1[CH2:34][CH2:33][C@@:32]2([CH3:35])[C@H:18]([CH2:19][CH2:20][C@@H:21]3[C:31]2=[CH:30][CH2:29][C@@:28]2([CH3:36])[C@H:22]3[CH2:23][CH:24]=[C:25]2[C@H:26]([CH3:27])[CH2:8][CH2:7][C:6]([O:10][CH3:11])=[O:9])[CH2:17]1)(=[O:14])[CH3:13]. The yield is 0.700. (4) The reactants are [CH3:1][O:2][C:3]1[C:4](=[O:25])[C:5]([CH3:24])=[C:6]([CH2:12][C:13]2[CH:14]=[C:15]([CH:19]=[CH:20][C:21](O)=[O:22])[CH:16]=[CH:17][CH:18]=2)[C:7](=[O:11])[C:8]=1[O:9][CH3:10].[NH:26]1[CH2:31][CH2:30][S:29][CH2:28][CH2:27]1. No catalyst specified. The product is [CH3:1][O:2][C:3]1[C:4](=[O:25])[C:5]([CH3:24])=[C:6]([CH2:12][C:13]2[CH:14]=[C:15]([CH:19]=[CH:20][C:21]([N:26]3[CH2:31][CH2:30][S:29][CH2:28][CH2:27]3)=[O:22])[CH:16]=[CH:17][CH:18]=2)[C:7](=[O:11])[C:8]=1[O:9][CH3:10]. The yield is 0.470. (5) The reactants are [CH3:1][O:2][C:3]([C:5]1[C:9]([CH3:10])=[C:8]([C:11]2[CH:16]=[CH:15][C:14]([O:17][Si:18]([C:21]([CH3:24])([CH3:23])[CH3:22])([CH3:20])[CH3:19])=[CH:13][CH:12]=2)[N:7]([C:25]2[CH:30]=[CH:29][C:28]([Cl:31])=[CH:27][C:26]=2[Cl:32])[N:6]=1)=[O:4].[Br:33]N1C(=O)CCC1=O.CC(N=NC(C#N)(C)C)(C#N)C.O. The catalyst is ClCCCl. The product is [CH3:1][O:2][C:3]([C:5]1[C:9]([CH2:10][Br:33])=[C:8]([C:11]2[CH:12]=[CH:13][C:14]([O:17][Si:18]([C:21]([CH3:24])([CH3:23])[CH3:22])([CH3:19])[CH3:20])=[CH:15][CH:16]=2)[N:7]([C:25]2[CH:30]=[CH:29][C:28]([Cl:31])=[CH:27][C:26]=2[Cl:32])[N:6]=1)=[O:4]. The yield is 0.960. (6) The reactants are [Cl:1][C:2]1[N:3]=[C:4]([C:9]([NH:11][C@@H:12]2[CH2:17][CH2:16][N:15]([C:18](OC(C)(C)C)=O)[CH2:14][C@H:13]2[NH:25][CH2:26][CH3:27])=[O:10])[NH:5][C:6]=1[CH2:7][CH3:8].Cl.O1CCOCC1.BrC1[S:37][C:38]2[C:44]([C:45]([O:47][CH2:48][CH3:49])=[O:46])=[CH:43][CH:42]=[CH:41][C:39]=2[N:40]=1.C(=O)([O-])[O-].[Na+].[Na+]. No catalyst specified. The product is [Cl:1][C:2]1[N:3]=[C:4]([C:9]([NH:11][C@@H:12]2[CH2:17][CH2:16][N:15]([C:18]3[S:37][C:38]4[C:44]([C:45]([O:47][CH2:48][CH3:49])=[O:46])=[CH:43][CH:42]=[CH:41][C:39]=4[N:40]=3)[CH2:14][C@H:13]2[NH:25][CH2:26][CH3:27])=[O:10])[NH:5][C:6]=1[CH2:7][CH3:8]. The yield is 0.480. (7) The reactants are [Br:1][C:2]1[CH:7]=[C:6]([F:8])[C:5]([O:9]C)=[C:4]([CH:11]([CH3:13])[CH3:12])[CH:3]=1.B(Br)(Br)Br. The catalyst is C(Cl)Cl. The product is [Br:1][C:2]1[CH:7]=[C:6]([F:8])[C:5]([OH:9])=[C:4]([CH:11]([CH3:13])[CH3:12])[CH:3]=1. The yield is 1.00.